From a dataset of Forward reaction prediction with 1.9M reactions from USPTO patents (1976-2016). Predict the product of the given reaction. (1) Given the reactants [NH2:1][C@H:2]1[CH2:7][CH2:6][N:5]([C:8]([O:10][C:11]([CH3:14])([CH3:13])[CH3:12])=[O:9])[CH2:4][C@H:3]1[O:15][CH2:16][CH2:17][CH2:18][CH3:19].[Cl:20][C:21]1[N:22]=[C:23]([C:28](O)=[O:29])[NH:24][C:25]=1[CH2:26][CH3:27].CCN=C=NCCCN(C)C.Cl.C1C=CC2N(O)N=NC=2C=1, predict the reaction product. The product is: [CH2:16]([O:15][C@H:3]1[C@@H:2]([NH:1][C:28]([C:23]2[NH:24][C:25]([CH2:26][CH3:27])=[C:21]([Cl:20])[N:22]=2)=[O:29])[CH2:7][CH2:6][N:5]([C:8]([O:10][C:11]([CH3:12])([CH3:13])[CH3:14])=[O:9])[CH2:4]1)[CH2:17][CH2:18][CH3:19]. (2) Given the reactants O[N:2]=[C:3]([C:5]1[CH:14]=[C:13]2[C:8]([CH2:9][CH2:10][N:11]([C:15]([O:17][CH3:18])=[O:16])[CH2:12]2)=[CH:7][CH:6]=1)[CH3:4], predict the reaction product. The product is: [CH3:18][O:17][C:15]([N:11]1[CH2:10][CH2:9][C:8]2[C:13](=[CH:14][C:5]([CH:3]([NH2:2])[CH3:4])=[CH:6][CH:7]=2)[CH2:12]1)=[O:16].